The task is: Predict the reactants needed to synthesize the given product.. This data is from Full USPTO retrosynthesis dataset with 1.9M reactions from patents (1976-2016). (1) Given the product [NH2:2][C:3]1[N:8]=[C:7]([CH:9]2[CH2:11][CH2:10]2)[N:6]=[C:5]([C:12]([O:14][CH3:18])=[O:13])[C:4]=1[Cl:15], predict the reactants needed to synthesize it. The reactants are: O.[NH2:2][C:3]1[N:8]=[C:7]([CH:9]2[CH2:11][CH2:10]2)[N:6]=[C:5]([C:12]([OH:14])=[O:13])[C:4]=1[Cl:15].CO.[C:18](=O)(OC)OC.[OH-].[Na+]. (2) Given the product [N:14]1([S:2]([C:5]2[O:9][C:8]([C:10]([O:12][CH3:13])=[O:11])=[CH:7][CH:6]=2)(=[O:4])=[O:3])[C:23]2[C:18](=[CH:19][CH:20]=[CH:21][CH:22]=2)[CH2:17][CH2:16][CH2:15]1, predict the reactants needed to synthesize it. The reactants are: Cl[S:2]([C:5]1[O:9][C:8]([C:10]([O:12][CH3:13])=[O:11])=[CH:7][CH:6]=1)(=[O:4])=[O:3].[NH:14]1[C:23]2[C:18](=[CH:19][CH:20]=[CH:21][CH:22]=2)[CH2:17][CH2:16][CH2:15]1.O.